From a dataset of Forward reaction prediction with 1.9M reactions from USPTO patents (1976-2016). Predict the product of the given reaction. Given the reactants [C:1]([O:4][C@H:5]([C:8]#[C:9][C:10]#[C:11][C@H:12]([NH2:22])[CH2:13][CH2:14][CH2:15][CH2:16][CH2:17][CH2:18][CH2:19][CH2:20][CH3:21])[CH:6]=[CH2:7])(=[O:3])[CH3:2].C(N(CC)CC)C.[CH3:30][S:31](Cl)(=[O:33])=[O:32], predict the reaction product. The product is: [C:1]([O:4][C@H:5]([C:8]#[C:9][C:10]#[C:11][C@H:12]([NH:22][S:31]([CH3:30])(=[O:33])=[O:32])[CH2:13][CH2:14][CH2:15][CH2:16][CH2:17][CH2:18][CH2:19][CH2:20][CH3:21])[CH:6]=[CH2:7])(=[O:3])[CH3:2].